This data is from CYP2D6 inhibition data for predicting drug metabolism from PubChem BioAssay. The task is: Regression/Classification. Given a drug SMILES string, predict its absorption, distribution, metabolism, or excretion properties. Task type varies by dataset: regression for continuous measurements (e.g., permeability, clearance, half-life) or binary classification for categorical outcomes (e.g., BBB penetration, CYP inhibition). Dataset: cyp2d6_veith. (1) The compound is CCS(=O)(=O)O.OC1C[C@H]2CC[C@H](C1)N2CCCN1c2ccccc2Sc2ccc(Cl)cc21. The result is 1 (inhibitor). (2) The molecule is NCCCCCCCCCCNS(=O)(=O)c1cccc2c(Cl)cccc12. The result is 1 (inhibitor). (3) The drug is O=C(c1cnccn1)N1CCC2(CC1)CN(Cc1cc(C(F)(F)F)cc(C(F)(F)F)c1)C2. The result is 1 (inhibitor). (4) The molecule is CC(=O)OCC(=O)[C@@]12OC(C)(C)O[C@@H]1C[C@H]1[C@H]3C[C@H](F)C4=CC(=O)C=C[C@@]4(C)[C@]3(F)[C@H](O)C[C@@]12C. The result is 0 (non-inhibitor).